Dataset: Reaction yield outcomes from USPTO patents with 853,638 reactions. Task: Predict the reaction yield, written as a fraction of the theoretical maximum amount of product (1.0 means a 100% yield; for example, 0.34 means a 34% yield). (1) The reactants are [Br:1][C:2]1[CH:14]=[CH:13][C:12]2[C:11]3[C:6](=[CH:7][C:8]([Br:15])=[CH:9][CH:10]=3)[CH2:5][C:4]=2[CH:3]=1.Br[CH2:17][CH2:18][CH2:19][CH2:20][CH2:21][CH2:22][Br:23].[OH-].[K+]. The catalyst is [Br-].C([N+](CCCC)(CCCC)CCCC)CCC. The product is [Br:1][C:2]1[CH:14]=[CH:13][C:12]2[C:11]3[C:6](=[CH:7][C:8]([Br:15])=[CH:9][CH:10]=3)[C:5]([CH2:10][CH2:11][CH2:12][CH2:4][CH2:3][CH2:2][Br:1])([CH2:17][CH2:18][CH2:19][CH2:20][CH2:21][CH2:22][Br:23])[C:4]=2[CH:3]=1. The yield is 0.750. (2) The reactants are [CH3:1][O:2][C:3]1[C:8]2[N:9]=[C:10]([NH:12][C:13](=[O:20])[C:14]3[CH:19]=[CH:18][CH:17]=[CH:16][CH:15]=3)[S:11][C:7]=2[C:6]([N:21]2[CH2:26][CH2:25][S:24][CH2:23][CH2:22]2)=[CH:5][CH:4]=1.I([O-])(=O)(=O)=[O:28].[Na+].O.ClCCl. The catalyst is O1CCOCC1. The product is [CH3:1][O:2][C:3]1[C:8]2[N:9]=[C:10]([NH:12][C:13](=[O:20])[C:14]3[CH:19]=[CH:18][CH:17]=[CH:16][CH:15]=3)[S:11][C:7]=2[C:6]([N:21]2[CH2:22][CH2:23][S:24](=[O:28])[CH2:25][CH2:26]2)=[CH:5][CH:4]=1. The yield is 0.210. (3) The reactants are [C:1]1([C:33]2[CH:38]=[CH:37][CH:36]=[CH:35][CH:34]=2)[CH:6]=[CH:5][C:4]([CH2:7][CH2:8][NH:9][C:10]([C:12]2[CH:32]=[CH:31][C:15]([O:16][C:17]3[CH:26]=[C:25]4[C:20]([CH:21]([C:27]([OH:29])=[O:28])[CH2:22][CH2:23][O:24]4)=[CH:19][C:18]=3[Cl:30])=[CH:14][CH:13]=2)=[O:11])=[CH:3][CH:2]=1.C[O-].[Na+:41].CO. The catalyst is CO.C1COCC1. The product is [C:1]1([C:33]2[CH:34]=[CH:35][CH:36]=[CH:37][CH:38]=2)[CH:2]=[CH:3][C:4]([CH2:7][CH2:8][NH:9][C:10]([C:12]2[CH:13]=[CH:14][C:15]([O:16][C:17]3[CH:26]=[C:25]4[C:20]([CH:21]([C:27]([O-:29])=[O:28])[CH2:22][CH2:23][O:24]4)=[CH:19][C:18]=3[Cl:30])=[CH:31][CH:32]=2)=[O:11])=[CH:5][CH:6]=1.[Na+:41]. The yield is 1.02. (4) The reactants are [S:1]1[CH:5]=[CH:4][N:3]=[C:2]1[NH:6][S:7]([C:10]1[C:19]2[C:14](=[C:15]([NH:20]C=O)[CH:16]=[CH:17][CH:18]=2)[CH:13]=[CH:12][CH:11]=1)(=[O:9])=[O:8].[OH-].[K+].CCO.CC(O)=O. The catalyst is O. The product is [S:1]1[CH:5]=[CH:4][N:3]=[C:2]1[NH:6][S:7]([C:10]1[C:19]2[C:14](=[C:15]([NH2:20])[CH:16]=[CH:17][CH:18]=2)[CH:13]=[CH:12][CH:11]=1)(=[O:9])=[O:8]. The yield is 0.920.